Dataset: Catalyst prediction with 721,799 reactions and 888 catalyst types from USPTO. Task: Predict which catalyst facilitates the given reaction. (1) Reactant: C(OC([NH:8][N:9]1[CH2:14][C:13](/[CH:15]=[N:16]/[O:17][CH3:18])=[N:12][N:11](C(OC(C)(C)C)=O)[C:10]1=[O:26])=O)(C)(C)C.C(Cl)(=O)C.C([O-])(O)=O.[Na+]. Product: [NH2:8][N:9]1[CH2:14][C:13](/[CH:15]=[N:16]/[O:17][CH3:18])=[N:12][NH:11][C:10]1=[O:26]. The catalyst class is: 5. (2) Reactant: [C:1]([O:5][C:6](=[O:22])[NH:7][CH2:8][CH2:9][CH2:10][O:11][CH2:12][CH2:13][O:14][CH2:15][CH2:16][O:17][CH2:18][CH2:19][CH2:20][NH2:21])([CH3:4])([CH3:3])[CH3:2].CCN(CC)CC.[C:30]([C:32]#[C:33][C:34]1[CH:42]=[CH:41][C:37]([C:38](Cl)=[O:39])=[CH:36][CH:35]=1)#[N:31]. Product: [C:1]([O:5][C:6](=[O:22])[NH:7][CH2:8][CH2:9][CH2:10][O:11][CH2:12][CH2:13][O:14][CH2:15][CH2:16][O:17][CH2:18][CH2:19][CH2:20][NH:21][C:38]([C:37]1[CH:41]=[CH:42][C:34]([C:33]#[C:32][C:30]#[N:31])=[CH:35][CH:36]=1)=[O:39])([CH3:3])([CH3:2])[CH3:4]. The catalyst class is: 2. (3) Reactant: [Si:1]([O:8][CH:9]1[C:13]2([CH2:15][CH2:14]2)[C:12](=[O:16])[NH:11][C@H:10]1[CH3:17])([C:4]([CH3:7])([CH3:6])[CH3:5])([CH3:3])[CH3:2].Br[C:19]1[CH:26]=[CH:25][C:22]([C:23]#[N:24])=[C:21]([Cl:27])[CH:20]=1.C(=O)([O-])[O-].[Cs+].[Cs+].C1(P(C2C=CC=CC=2)C2C3OC4C(=CC=CC=4P(C4C=CC=CC=4)C4C=CC=CC=4)C(C)(C)C=3C=CC=2)C=CC=CC=1. Product: [Si:1]([O:8][C@H:9]1[C:13]2([CH2:14][CH2:15]2)[C:12](=[O:16])[N:11]([C:19]2[CH:26]=[CH:25][C:22]([C:23]#[N:24])=[C:21]([Cl:27])[CH:20]=2)[C@H:10]1[CH3:17])([C:4]([CH3:7])([CH3:6])[CH3:5])([CH3:3])[CH3:2].[Si:1]([O:8][C@@H:9]1[C:13]2([CH2:14][CH2:15]2)[C:12](=[O:16])[N:11]([C:19]2[CH:26]=[CH:25][C:22]([C:23]#[N:24])=[C:21]([Cl:27])[CH:20]=2)[C@H:10]1[CH3:17])([C:4]([CH3:7])([CH3:6])[CH3:5])([CH3:3])[CH3:2]. The catalyst class is: 110. (4) Reactant: [NH:1]1[C:9]2[C:4](=[CH:5][CH:6]=[CH:7][CH:8]=2)[C:3](/[CH:10]=[C:11]2/[C:12](=[O:21])[C:13]3[C:18]([CH2:19]/2)=[CH:17][C:16]([OH:20])=[CH:15][CH:14]=3)=[CH:2]1.[C:22]([O:26][C:27]([N:29]1[CH2:34][CH2:33][NH:32][CH2:31][CH2:30]1)=[O:28])([CH3:25])([CH3:24])[CH3:23].[CH2:35]=O. Product: [NH:1]1[C:9]2[C:4](=[CH:5][CH:6]=[CH:7][CH:8]=2)[C:3](/[CH:10]=[C:11]2/[C:12](=[O:21])[C:13]3[C:18]([CH2:19]/2)=[C:17]([CH2:35][N:32]2[CH2:33][CH2:34][N:29]([C:27]([O:26][C:22]([CH3:25])([CH3:23])[CH3:24])=[O:28])[CH2:30][CH2:31]2)[C:16]([OH:20])=[CH:15][CH:14]=3)=[CH:2]1. The catalyst class is: 8.